From a dataset of Human Reference Interactome with 51,813 positive PPI pairs across 8,248 proteins, plus equal number of experimentally-validated negative pairs. Binary Classification. Given two protein amino acid sequences, predict whether they physically interact or not. Protein 1 (ENSG00000177599) has sequence MGERLFESAEGSQCGETFTQVPEDMLNKKTLPGVKSCESGTCGEIFMGYSSFNRNIRTDTGHQPHKCQKFLEKPYKHKQRRKALSHSHCFRTHERPHTREKPFDCKECEKSFISPASIRRYMVTHSGDGPYKCKFCGKALDCLSLYLTHERTHTGEKRYECKQCGKAFSWHSSVRIHERTHTGEKPYECKECGKSFNFSSSFRRHERTHTGEKPYKCKECGKAFNCPSSFHRHERTHTGEKPYECKLYGKALSRLISFRRHMRMHTGERPHKCKICGKAFYSPSSFQRHERSHTGEKPYK.... Protein 2 (ENSG00000177932) has sequence MAVDLLSAQEPVTFRDVAVFFSQDEWLHLDSAQRALYREVMLENYSSLVSLGIPFSMPKLIHQLQQGEDPCMVEREVPSDTRLGFKTWLETEALPHRQDIFIEETSQGMVKKESIKDGHWDINFEEAVEFESEIEEEQEKKPLRQMIDSHEKTISEDGNHTSLELGKSLFTNTALVTQQSVPIERIPNMYYTFGKDFKQNFDLMKCFQIYPGGKPHICNECGKSFKQNLHLIEHQRIHTGEKPYKCNECEKTFSHRSSLLSHQRIHTGEKPYKCNECEKAFSNSSTLIKHLRVHTGEKPY.... Result: 0 (the proteins do not interact).